The task is: Predict the product of the given reaction.. This data is from Forward reaction prediction with 1.9M reactions from USPTO patents (1976-2016). (1) Given the reactants Cl.[CH3:2][O:3][C:4]1[CH:5]=[C:6]([C:12]2[C:13]([CH3:25])([CH3:24])[C:14](=[O:23])[N:15]([CH:17]3[CH2:22][CH2:21][NH:20][CH2:19][CH2:18]3)[N:16]=2)[CH:7]=[CH:8][C:9]=1[O:10][CH3:11].[Br:26][C:27]1[CH:28]=[CH:29][CH:30]=[C:31]2[C:36]=1[C:35]([C:37](Cl)=[O:38])=[CH:34][CH:33]=[CH:32]2, predict the reaction product. The product is: [Br:26][C:27]1[CH:28]=[CH:29][CH:30]=[C:31]2[C:36]=1[C:35]([C:37]([N:20]1[CH2:21][CH2:22][CH:17]([N:15]3[C:14](=[O:23])[C:13]([CH3:25])([CH3:24])[C:12]([C:6]4[CH:7]=[CH:8][C:9]([O:10][CH3:11])=[C:4]([O:3][CH3:2])[CH:5]=4)=[N:16]3)[CH2:18][CH2:19]1)=[O:38])=[CH:34][CH:33]=[CH:32]2. (2) Given the reactants Br[C:2]1[CH:6]=[CH:5][S:4][C:3]=1[C:7]([OH:9])=[O:8].C([O-])([O-])=O.[K+].[K+].[CH3:16][O:17][C:18]1[CH:19]=[C:20](B(O)O)[CH:21]=[CH:22][CH:23]=1.N#N, predict the reaction product. The product is: [CH3:16][O:17][C:18]1[CH:23]=[C:22]([C:2]2[CH:6]=[CH:5][S:4][C:3]=2[C:7]([OH:9])=[O:8])[CH:21]=[CH:20][CH:19]=1.